The task is: Predict which catalyst facilitates the given reaction.. This data is from Catalyst prediction with 721,799 reactions and 888 catalyst types from USPTO. Reactant: [Cl:1][S:2]([C:5]1[CH:6]=[C:7]([CH:11]=[CH:12][CH:13]=1)[C:8](Cl)=[O:9])(=[O:4])=[O:3].[F:14][C:15]1[CH:21]=[CH:20][C:18]([NH2:19])=[CH:17][C:16]=1[CH3:22].S(C1C=CC(C)=CC=1)(O)(=O)=O.N[C@H]1CCOC1.C(N(C(C)C)CC)(C)C. Product: [F:14][C:15]1[CH:21]=[CH:20][C:18]([NH:19][C:8]([C:7]2[CH:6]=[C:5]([S:2]([Cl:1])(=[O:4])=[O:3])[CH:13]=[CH:12][CH:11]=2)=[O:9])=[CH:17][C:16]=1[CH3:22]. The catalyst class is: 308.